From a dataset of Forward reaction prediction with 1.9M reactions from USPTO patents (1976-2016). Predict the product of the given reaction. Given the reactants [C:1]1([C:18]2[CH:23]=[CH:22][CH:21]=[CH:20][CH:19]=2)[CH:6]=[CH:5][C:4]([S:7]([N:10]2[CH2:14][CH2:13][S:12][CH:11]2[C:15](O)=[O:16])(=[O:9])=[O:8])=[CH:3][CH:2]=1.[NH2:24][CH:25]([C:29]1[CH:37]=[CH:36][C:32]2[O:33][CH2:34][O:35][C:31]=2[CH:30]=1)[CH2:26][CH2:27][OH:28], predict the reaction product. The product is: [O:33]1[C:32]2[CH:36]=[CH:37][C:29]([CH:25]([NH:24][C:15]([CH:11]3[N:10]([S:7]([C:4]4[CH:5]=[CH:6][C:1]([C:18]5[CH:19]=[CH:20][CH:21]=[CH:22][CH:23]=5)=[CH:2][CH:3]=4)(=[O:8])=[O:9])[CH2:14][CH2:13][S:12]3)=[O:16])[CH2:26][CH2:27][OH:28])=[CH:30][C:31]=2[O:35][CH2:34]1.